Dataset: Forward reaction prediction with 1.9M reactions from USPTO patents (1976-2016). Task: Predict the product of the given reaction. (1) Given the reactants [CH2:1]([O:5][C:6]1[CH:13]=[CH:12][C:9]([CH:10]=[O:11])=[CH:8][C:7]=1[CH2:14][N:15]([CH2:27][CH2:28][C:29]1[CH:34]=[CH:33][CH:32]=[CH:31][CH:30]=1)[C:16]1[S:17][CH:18]=[C:19]([C:21]2[CH:26]=[CH:25][CH:24]=[CH:23][CH:22]=2)[N:20]=1)[CH:2]([CH3:4])[CH3:3].CO.O1CCCC1.[BH4-].[Na+], predict the reaction product. The product is: [CH2:1]([O:5][C:6]1[CH:13]=[CH:12][C:9]([CH2:10][OH:11])=[CH:8][C:7]=1[CH2:14][N:15]([CH2:27][CH2:28][C:29]1[CH:30]=[CH:31][CH:32]=[CH:33][CH:34]=1)[C:16]1[S:17][CH:18]=[C:19]([C:21]2[CH:22]=[CH:23][CH:24]=[CH:25][CH:26]=2)[N:20]=1)[CH:2]([CH3:4])[CH3:3]. (2) Given the reactants [CH3:1][O:2][C:3]1[CH:11]=[C:10]2[C:6]([C:7]([CH2:17][C:18]3[N:23]=[C:22]([C:24]([O:26]C)=[O:25])[CH:21]=[CH:20][CH:19]=3)=[C:8]([C:12]3[CH:16]=[CH:15][S:14][CH:13]=3)[NH:9]2)=[CH:5][CH:4]=1.[OH-].[Na+], predict the reaction product. The product is: [CH3:1][O:2][C:3]1[CH:11]=[C:10]2[C:6]([C:7]([CH2:17][C:18]3[N:23]=[C:22]([C:24]([OH:26])=[O:25])[CH:21]=[CH:20][CH:19]=3)=[C:8]([C:12]3[CH:16]=[CH:15][S:14][CH:13]=3)[NH:9]2)=[CH:5][CH:4]=1.